Dataset: Peptide-MHC class II binding affinity with 134,281 pairs from IEDB. Task: Regression. Given a peptide amino acid sequence and an MHC pseudo amino acid sequence, predict their binding affinity value. This is MHC class II binding data. The peptide sequence is DVNASFRAAMATTAN. The MHC is DRB1_1101 with pseudo-sequence DRB1_1101. The binding affinity (normalized) is 0.407.